Dataset: Forward reaction prediction with 1.9M reactions from USPTO patents (1976-2016). Task: Predict the product of the given reaction. (1) The product is: [CH2:3]([O:5][C:6](=[O:15])/[C:7](/[Br:1])=[CH:8]/[CH:9]1[CH2:14][CH2:13][CH2:12][CH2:11][CH2:10]1)[CH3:4]. Given the reactants [Br:1]Br.[CH2:3]([O:5][C:6](=[O:15])[CH:7]=[CH:8][CH:9]1[CH2:14][CH2:13][CH2:12][CH2:11][CH2:10]1)[CH3:4].C(N(CC)CC)C.Cl, predict the reaction product. (2) Given the reactants [CH3:1][O:2][CH:3]([O:11][CH3:12])[CH2:4][CH2:5][CH:6]([OH:10])[CH2:7][CH:8]=[CH2:9].C(Br)C1[CH:19]=[CH:18][CH:17]=[CH:16]C=1.[H-].[Na+].[Cl-].[NH4+].CN1C[CH2:29][CH2:28][C:27]1=O, predict the reaction product. The product is: [CH3:12][O:11][CH:3]([O:2][CH3:1])[CH2:4][CH2:5][CH:6]([C:7]1[CH:29]=[CH:28][CH:27]=[CH:9][CH:8]=1)[O:10][CH2:19][CH2:18][CH:17]=[CH2:16].